This data is from Peptide-MHC class II binding affinity with 134,281 pairs from IEDB. The task is: Regression. Given a peptide amino acid sequence and an MHC pseudo amino acid sequence, predict their binding affinity value. This is MHC class II binding data. (1) The peptide sequence is FNEPTAAAIAYGLDR. The MHC is HLA-DQA10401-DQB10402 with pseudo-sequence HLA-DQA10401-DQB10402. The binding affinity (normalized) is 0.590. (2) The peptide sequence is PEPDFTIQYRNKIID. The MHC is DRB4_0101 with pseudo-sequence DRB4_0103. The binding affinity (normalized) is 0.420. (3) The peptide sequence is AFILDHDNLFPKV. The MHC is HLA-DQA10501-DQB10201 with pseudo-sequence HLA-DQA10501-DQB10201. The binding affinity (normalized) is 0.803.